Dataset: Peptide-MHC class II binding affinity with 134,281 pairs from IEDB. Task: Regression. Given a peptide amino acid sequence and an MHC pseudo amino acid sequence, predict their binding affinity value. This is MHC class II binding data. (1) The peptide sequence is VAAFTEALRIIAGVL. The MHC is DRB1_0701 with pseudo-sequence DRB1_0701. The binding affinity (normalized) is 0.658. (2) The binding affinity (normalized) is 0.547. The MHC is DRB1_1302 with pseudo-sequence DRB1_1302. The peptide sequence is VWGIKQLQARVLAVERYLKD. (3) The peptide sequence is NQEGSLKTALTGAMR. The MHC is DRB1_0401 with pseudo-sequence DRB1_0401. The binding affinity (normalized) is 0.368. (4) The peptide sequence is CSIVGWPAIRERMRRT. The MHC is DRB3_0101 with pseudo-sequence DRB3_0101. The binding affinity (normalized) is 0. (5) The peptide sequence is SQDLELSGNLNGLQAY. The MHC is HLA-DQA10101-DQB10501 with pseudo-sequence HLA-DQA10101-DQB10501. The binding affinity (normalized) is 0.133. (6) The peptide sequence is EPTAAPAEPEAPAPE. The MHC is DRB1_0701 with pseudo-sequence DRB1_0701. The binding affinity (normalized) is 0.140. (7) The peptide sequence is VSSAVPTSWVPQGRT. The MHC is DRB3_0202 with pseudo-sequence DRB3_0202. The binding affinity (normalized) is 0.395. (8) The peptide sequence is PGARNARLMRALKNQ. The MHC is H-2-IAb with pseudo-sequence H-2-IAb. The binding affinity (normalized) is 0.124.